From a dataset of Catalyst prediction with 721,799 reactions and 888 catalyst types from USPTO. Predict which catalyst facilitates the given reaction. (1) Product: [C:1]([C:5]1[N:10]=[C:9]([N:11]2[CH2:12][CH2:13][N:14]([CH2:17][C@@H:18]([CH3:21])[CH2:19][O:20][C:35]3[N:40]=[C:39]([O:41][C:42](=[O:49])[C:43]4[CH:48]=[CH:47][CH:46]=[CH:45][CH:44]=4)[CH:38]=[CH:37][N:36]=3)[CH2:15][CH2:16]2)[CH:8]=[C:7]([CH:22]2[CH2:25][CH2:24][CH2:23]2)[N:6]=1)([CH3:2])([CH3:3])[CH3:4]. The catalyst class is: 7. Reactant: [C:1]([C:5]1[N:10]=[C:9]([N:11]2[CH2:16][CH2:15][N:14]([CH2:17][C@@H:18]([CH3:21])[CH2:19][OH:20])[CH2:13][CH2:12]2)[CH:8]=[C:7]([CH:22]2[CH2:25][CH2:24][CH2:23]2)[N:6]=1)([CH3:4])([CH3:3])[CH3:2].C([Li])CCC.CS([C:35]1[N:40]=[C:39]([O:41][CH2:42][C:43]2[CH:48]=[CH:47][CH:46]=[CH:45][CH:44]=2)[CH:38]=[CH:37][N:36]=1)(=O)=O.[OH2:49]. (2) Reactant: [N:1]1[C:9]2[C:4](=[N:5][CH:6]=[CH:7][CH:8]=2)[N:3]([C:10]2[CH:15]=[CH:14][C:13]([CH2:16][C:17]([OH:19])=O)=[CH:12][CH:11]=2)[CH:2]=1.[CH3:20][N:21]1[CH2:26][CH2:25][N:24]([CH2:27][C:28]2[CH:33]=[CH:32][C:31]([NH2:34])=[CH:30][C:29]=2[C:35]([F:38])([F:37])[F:36])[CH2:23][CH2:22]1. Product: [N:1]1[C:9]2[C:4](=[N:5][CH:6]=[CH:7][CH:8]=2)[N:3]([C:10]2[CH:11]=[CH:12][C:13]([CH2:16][C:17]([NH:34][C:31]3[CH:32]=[CH:33][C:28]([CH2:27][N:24]4[CH2:23][CH2:22][N:21]([CH3:20])[CH2:26][CH2:25]4)=[C:29]([C:35]([F:38])([F:37])[F:36])[CH:30]=3)=[O:19])=[CH:14][CH:15]=2)[CH:2]=1. The catalyst class is: 61. (3) Reactant: [CH2:1]([O:3][C:4]([CH:6]1[CH2:11][CH2:10][CH2:9][CH2:8][N:7]1[C:12]1[CH:17]=[C:16]([N:18](C(OC(C)(C)C)=O)[CH2:19][CH2:20][C:21]2[CH:26]=[CH:25][C:24]([O:27][C:28]([F:31])([F:30])[F:29])=[CH:23][CH:22]=2)[N:15]=[C:14]([O:39][CH3:40])[N:13]=1)=[O:5])[CH3:2].[ClH:41]. Product: [ClH:41].[CH2:1]([O:3][C:4]([CH:6]1[CH2:11][CH2:10][CH2:9][CH2:8][N:7]1[C:12]1[CH:17]=[C:16]([NH:18][CH2:19][CH2:20][C:21]2[CH:22]=[CH:23][C:24]([O:27][C:28]([F:31])([F:29])[F:30])=[CH:25][CH:26]=2)[N:15]=[C:14]([O:39][CH3:40])[N:13]=1)=[O:5])[CH3:2]. The catalyst class is: 12. (4) Reactant: C([Mg]Cl)(C)C.Br[C:7]1[CH:8]=[N:9][CH:10]=[C:11]([C:13]#[C:14][C:15]2[CH:20]=[CH:19][C:18]([F:21])=[CH:17][CH:16]=2)[CH:12]=1.[I:22]I.O. Product: [F:21][C:18]1[CH:19]=[CH:20][C:15]([C:14]#[C:13][C:11]2[CH:10]=[N:9][CH:8]=[C:7]([I:22])[CH:12]=2)=[CH:16][CH:17]=1. The catalyst class is: 305. (5) Product: [CH3:1][O:2][C:3]([C:4]1[CH:9]=[CH:8][C:7]2[N:10]([CH3:29])[C:11]([NH:14][C:15]3[S:16][C:17]4[CH:23]=[CH:22][C:21]([O:24][C:25]([F:28])([F:26])[F:27])=[CH:20][C:18]=4[N:19]=3)=[N:12][C:6]=2[CH:5]=1)=[O:13]. The catalyst class is: 344. Reactant: [CH3:1][O:2][C:3](=[O:13])[C:4]1[CH:9]=[CH:8][C:7]([NH:10][CH3:11])=[C:6]([NH2:12])[CH:5]=1.[NH2:14][C:15]1[S:16][C:17]2[CH:23]=[CH:22][C:21]([O:24][C:25]([F:28])([F:27])[F:26])=[CH:20][C:18]=2[N:19]=1.[C:29](N1C=CN=C1)(N1C=CN=C1)=S. (6) Reactant: [CH2:1]([NH:5][C@:6]12[CH2:41][CH2:40][C@@H:39]([C:42]([CH3:44])=[CH2:43])[C@@H:7]1[C@@H:8]1[C@@:21]([CH3:24])([CH2:22][CH2:23]2)[C@@:20]2([CH3:25])[C@@H:11]([C@:12]3([CH3:38])[C@@H:17]([CH2:18][CH2:19]2)[C:16]([CH3:27])([CH3:26])[C:15]([C:28]2[CH:37]=[CH:36][C:31]([C:32]([O:34]C)=[O:33])=[CH:30][CH:29]=2)=[CH:14][CH2:13]3)[CH2:10][CH2:9]1)[CH:2]([CH3:4])[CH3:3].C(=O)([O-])[O-].[K+].[K+].C(I)C(C)C. Product: [CH2:1]([NH:5][C@:6]12[CH2:41][CH2:40][C@@H:39]([C:42]([CH3:44])=[CH2:43])[C@@H:7]1[C@@H:8]1[C@@:21]([CH3:24])([CH2:22][CH2:23]2)[C@@:20]2([CH3:25])[C@@H:11]([C@:12]3([CH3:38])[C@@H:17]([CH2:18][CH2:19]2)[C:16]([CH3:26])([CH3:27])[C:15]([C:28]2[CH:29]=[CH:30][C:31]([C:32]([OH:34])=[O:33])=[CH:36][CH:37]=2)=[CH:14][CH2:13]3)[CH2:10][CH2:9]1)[CH:2]([CH3:4])[CH3:3]. The catalyst class is: 3. (7) Reactant: [CH3:1][O:2][CH2:3][C@@H:4]1[CH2:8][NH:7][C@H:6]([C:9]2[NH:10][C:11]([C:14]3[CH:19]=[C:18]4[CH2:20][O:21][C:22]5[CH:53]=[C:52]6[C:25]([CH:26]=[CH:27][C:28]7[N:32]=[C:31]([C@@H:33]8[CH2:37][CH2:36][CH2:35][N:34]8[C:38](=[O:51])[C@H:39]([NH:46][C:47](=[O:50])[O:48][CH3:49])[C:40]8[CH:45]=[CH:44][CH:43]=[CH:42][CH:41]=8)[NH:30][C:29]=76)=[CH:24][C:23]=5[C:17]4=[CH:16][CH:15]=3)=[CH:12][N:13]=2)[CH2:5]1.[CH3:54][O:55][C@H:56]([CH3:66])[C@H:57]([NH:61][C:62]([O:64][CH3:65])=[O:63])[C:58](O)=[O:59].CN(C(ON1N=NC2C=CC=NC1=2)=[N+](C)C)C.F[P-](F)(F)(F)(F)F.CCN(C(C)C)C(C)C. Product: [CH3:65][O:64][C:62]([NH:61][C@H:57]([C:58]([N:7]1[CH2:8][C@@H:4]([CH2:3][O:2][CH3:1])[CH2:5][C@H:6]1[C:9]1[NH:10][C:11]([C:14]2[CH:19]=[C:18]3[CH2:20][O:21][C:22]4[CH:53]=[C:52]5[C:25]([CH:26]=[CH:27][C:28]6[N:32]=[C:31]([C@@H:33]7[CH2:37][CH2:36][CH2:35][N:34]7[C:38](=[O:51])[C@H:39]([NH:46][C:47](=[O:50])[O:48][CH3:49])[C:40]7[CH:41]=[CH:42][CH:43]=[CH:44][CH:45]=7)[NH:30][C:29]=65)=[CH:24][C:23]=4[C:17]3=[CH:16][CH:15]=2)=[CH:12][N:13]=1)=[O:59])[C@@H:56]([CH3:66])[O:55][CH3:54])=[O:63]. The catalyst class is: 3. (8) Reactant: [H-].[Al+3].[Li+].[H-].[H-].[H-].[NH2:7][C:8]1[CH:16]=[CH:15][CH:14]=[C:13]2[C:9]=1[C:10](=O)[N:11]([CH3:18])[C:12]2=O. Product: [CH3:18][N:11]1[CH2:10][C:9]2[C:8]([NH2:7])=[CH:16][CH:15]=[CH:14][C:13]=2[CH2:12]1. The catalyst class is: 7. (9) Reactant: [Br:1][C:2]1[CH:3]=[C:4]([CH2:8]O)[CH:5]=[N:6][CH:7]=1.S(Cl)([Cl:12])=O. Product: [Br:1][C:2]1[CH:7]=[N:6][CH:5]=[C:4]([CH2:8][Cl:12])[CH:3]=1. The catalyst class is: 4. (10) Reactant: [CH3:1][C:2]1[C:11]2[O:10][CH:9]([C:12]3[CH:17]=[CH:16][CH:15]=[CH:14][CH:13]=3)[CH2:8][NH:7][C:6]=2[CH:5]=[CH:4][CH:3]=1.C(N(CC)CC)C.[CH2:25]([O:27][C:28](=[O:34])/[CH:29]=[CH:30]/[C:31](Cl)=[O:32])[CH3:26]. Product: [CH2:25]([O:27][C:28](=[O:34])/[CH:29]=[CH:30]/[C:31]([N:7]1[C:6]2[CH:5]=[CH:4][CH:3]=[C:2]([CH3:1])[C:11]=2[O:10][CH:9]([C:12]2[CH:17]=[CH:16][CH:15]=[CH:14][CH:13]=2)[CH2:8]1)=[O:32])[CH3:26]. The catalyst class is: 22.